From a dataset of Full USPTO retrosynthesis dataset with 1.9M reactions from patents (1976-2016). Predict the reactants needed to synthesize the given product. Given the product [Br:1][C:2]1[CH:3]=[CH:4][C:5]([C:18]([OH:17])([CH3:19])[CH3:12])=[N:6][CH:7]=1, predict the reactants needed to synthesize it. The reactants are: [Br:1][C:2]1[CH:3]=[CH:4][C:5](C(OC)=O)=[N:6][CH:7]=1.[CH3:12][Mg]Br.C([O:17][CH2:18][CH3:19])C.